The task is: Predict the reactants needed to synthesize the given product.. This data is from Full USPTO retrosynthesis dataset with 1.9M reactions from patents (1976-2016). Given the product [F:1][C:2]1[CH:7]=[CH:6][C:5]([CH3:8])=[CH:4][C:3]=1[NH:9][C:10]([NH:12][C:13]1[CH:14]=[CH:15][C:16]([O:17][C:18]2[CH:23]=[CH:22][N:21]=[C:20]([C:24]3[NH:28][CH:27]=[C:26]([C:29]([NH:31][CH:32]([CH2:36][CH2:37][C:38]([O:40][CH2:44][CH:45]([OH:46])[CH2:47][OH:48])=[O:39])[C:33]([O:35][CH2:44][CH:45]([OH:46])[CH2:47][OH:48])=[O:34])=[O:30])[CH:25]=3)[CH:19]=2)=[CH:41][CH:42]=1)=[O:11], predict the reactants needed to synthesize it. The reactants are: [F:1][C:2]1[CH:7]=[CH:6][C:5]([CH3:8])=[CH:4][C:3]=1[NH:9][C:10]([NH:12][C:13]1[CH:42]=[CH:41][C:16]([O:17][C:18]2[CH:23]=[CH:22][N:21]=[C:20]([C:24]3[NH:28][CH:27]=[C:26]([C:29]([NH:31][CH:32]([CH2:36][CH2:37][C:38]([OH:40])=[O:39])[C:33]([OH:35])=[O:34])=[O:30])[CH:25]=3)[CH:19]=2)=[CH:15][CH:14]=1)=[O:11].O[CH2:44][CH:45]([CH2:47][OH:48])[OH:46].